Dataset: Forward reaction prediction with 1.9M reactions from USPTO patents (1976-2016). Task: Predict the product of the given reaction. (1) Given the reactants [NH2:1][C:2]([C:7]1[CH:12]=[C:11]([Br:13])[CH:10]=[CH:9][C:8]=1[F:14])([CH3:6])[C:3](O)=[O:4].CSC.B, predict the reaction product. The product is: [NH2:1][C:2]([C:7]1[CH:12]=[C:11]([Br:13])[CH:10]=[CH:9][C:8]=1[F:14])([CH3:6])[CH2:3][OH:4]. (2) Given the reactants C[O:2][C:3]([C:5]1[CH:6]=[CH:7][C:8]2[CH:12]=[C:11]([C:13]3[C:18]([CH3:19])=[CH:17][N:16]=[C:15]([NH:20][CH2:21][CH2:22][CH2:23][N:24]4[CH2:29][CH2:28][N:27]([CH3:30])[CH2:26][CH2:25]4)[N:14]=3)[S:10][C:9]=2[CH:31]=1)=[O:4].C1COCC1.[OH-].[Li+].[ClH:39], predict the reaction product. The product is: [ClH:39].[ClH:39].[ClH:39].[CH3:19][C:18]1[C:13]([C:11]2[S:10][C:9]3[CH:31]=[C:5]([C:3]([OH:4])=[O:2])[CH:6]=[CH:7][C:8]=3[CH:12]=2)=[N:14][C:15]([NH:20][CH2:21][CH2:22][CH2:23][N:24]2[CH2:25][CH2:26][N:27]([CH3:30])[CH2:28][CH2:29]2)=[N:16][CH:17]=1. (3) Given the reactants [CH:1]1([N:5]2[CH2:10][CH2:9][N:8]([C:11](=[O:32])[CH2:12][N:13]3[CH2:22][CH2:21][C:20]4[C:15](=[CH:16][CH:17]=[C:18](B5OC(C)(C)C(C)(C)O5)[CH:19]=4)[CH2:14]3)[CH2:7][CH2:6]2)[CH2:4][CH2:3][CH2:2]1.Br[C:34]1C=C[C:37](=[O:41])[N:38](C)[CH:39]=1.C([O-])([O-])=[O:43].[K+].[K+].O1CCOCC1, predict the reaction product. The product is: [CH:1]1([N:5]2[CH2:10][CH2:9][N:8]([C:11](=[O:32])[CH2:12][N:13]3[CH2:22][CH2:21][C:20]4[C:15](=[CH:16][CH:17]=[C:18]([N:38]5[CH2:39][CH2:34][O:43][C:37]5=[O:41])[CH:19]=4)[CH2:14]3)[CH2:7][CH2:6]2)[CH2:2][CH2:3][CH2:4]1.